From a dataset of Reaction yield outcomes from USPTO patents with 853,638 reactions. Predict the reaction yield, written as a fraction of the theoretical maximum amount of product (1.0 means a 100% yield; for example, 0.34 means a 34% yield). (1) The reactants are [NH2:1][CH2:2][CH2:3][CH2:4][C:5]([CH3:43])([CH3:42])[CH2:6][N:7]([S:31]([C:34]1[CH:39]=[CH:38][CH:37]=[C:36]([NH:40][CH3:41])[CH:35]=1)(=[O:33])=[O:32])[CH2:8][C@@H:9]([OH:30])[C@@H:10]([NH:18][C:19](=[O:29])[O:20][C@@H:21]1[C@H:28]2[C@H:24]([O:25][CH2:26][CH2:27]2)[O:23][CH2:22]1)[CH2:11][C:12]1[CH:17]=[CH:16][CH:15]=[CH:14][CH:13]=1.C(N(CC)C(C)C)(C)C.[CH3:53][N:54]([CH3:58])[C:55](Cl)=[O:56]. The catalyst is C1COCC1. The product is [CH2:11]([C@H:10]([NH:18][C:19](=[O:29])[O:20][C@@H:21]1[C@H:28]2[C@H:24]([O:25][CH2:26][CH2:27]2)[O:23][CH2:22]1)[C@H:9]([OH:30])[CH2:8][N:7]([CH2:6][C:5]([CH3:43])([CH3:42])[CH2:4][CH2:3][CH2:2][NH:1][C:55]([N:54]([CH3:58])[CH3:53])=[O:56])[S:31]([C:34]1[CH:39]=[CH:38][CH:37]=[C:36]([NH:40][CH3:41])[CH:35]=1)(=[O:33])=[O:32])[C:12]1[CH:17]=[CH:16][CH:15]=[CH:14][CH:13]=1. The yield is 0.790. (2) The reactants are CC([N:5]([C@@H:9]([CH3:13])[CH2:10][C:11]#[N:12])[C:6](=[O:8])[O-:7])(C)C.CS(O[CH2:19][CH2:20][CH3:21])(=O)=O.[C-]#N.[K+].[CH2:25]1OCCOCCOCCOCCOCCOC1. The catalyst is CS(C)=O.O. The product is [C:11]([CH2:10][C@@H:9]([NH:5][C:6](=[O:8])[O:7][C:20]([CH3:21])([CH3:25])[CH3:19])[CH3:13])#[N:12]. The yield is 0.880. (3) The reactants are [CH:1]1([C:6]2[N:7]=[C:8](O)[C:9]3[S:15](=[O:17])(=[O:16])[CH2:14][CH2:13][CH2:12][C:10]=3[N:11]=2)[CH2:5][CH2:4][CH2:3][CH2:2]1.P(Cl)(Cl)[Cl:20]. The catalyst is ClC(Cl)C. The product is [Cl:20][C:8]1[C:9]2[S:15](=[O:17])(=[O:16])[CH2:14][CH2:13][CH2:12][C:10]=2[N:11]=[C:6]([CH:1]2[CH2:5][CH2:4][CH2:3][CH2:2]2)[N:7]=1. The yield is 0.220.